This data is from Forward reaction prediction with 1.9M reactions from USPTO patents (1976-2016). The task is: Predict the product of the given reaction. (1) Given the reactants [SH:1][C:2]1[CH:3]=[C:4]([O:8][CH3:9])[CH:5]=[CH:6][CH:7]=1.[OH-].[K+].[F:12][C:13]1[CH:22]=[CH:21][C:16]([C:17](=[O:20])[CH2:18]Br)=[CH:15][CH:14]=1, predict the reaction product. The product is: [F:12][C:13]1[CH:22]=[CH:21][C:16]([C:17](=[O:20])[CH2:18][S:1][C:2]2[CH:7]=[CH:6][CH:5]=[C:4]([O:8][CH3:9])[CH:3]=2)=[CH:15][CH:14]=1. (2) Given the reactants CN1C(=O)[C@H]2CC3C4C=CC=CC=4NC=3[C@@H](C3C=CC4OCOC=4C=3)N2C(=O)C1.[O:30]1[C:34]2[CH:35]=[CH:36][C:37]([C@@H:39]3[C:44]4[NH:45][C:46]5[C:51]([C:43]=4[CH2:42][C@H:41]([C:52]([O:54][CH3:55])=[O:53])[NH:40]3)=[CH:50][CH:49]=[CH:48][CH:47]=5)=[CH:38][C:33]=2[O:32][CH2:31]1.[Cl:56][CH2:57][C:58](Cl)=[O:59].CN, predict the reaction product. The product is: [O:30]1[C:34]2[CH:35]=[CH:36][C:37]([C@@H:39]3[C:44]4[NH:45][C:46]5[C:51]([C:43]=4[CH2:42][C@H:41]([C:52]([O:54][CH3:55])=[O:53])[N:40]3[C:58](=[O:59])[CH2:57][Cl:56])=[CH:50][CH:49]=[CH:48][CH:47]=5)=[CH:38][C:33]=2[O:32][CH2:31]1. (3) Given the reactants [Br:1][C:2]1[CH:3]=[C:4]([N+:18]([O-])=O)[C:5]([C:8]2[CH:17]=[CH:16][CH:15]=[CH:14][C:9]=2[C:10]([O:12][CH3:13])=[O:11])=[N:6][CH:7]=1.C1(P(C2C=CC=CC=2)CCCP(C2C=CC=CC=2)C2C=CC=CC=2)C=CC=CC=1, predict the reaction product. The product is: [Br:1][C:2]1[CH:7]=[N:6][C:5]2[C:8]3[C:9]([C:10]([O:12][CH3:13])=[O:11])=[CH:14][CH:15]=[CH:16][C:17]=3[NH:18][C:4]=2[CH:3]=1. (4) Given the reactants N1C=CC=CC=1.[CH3:7][S:8](Cl)(=[O:10])=[O:9].[F:12][C:13]1[CH:23]=[CH:22][C:16]([O:17][CH2:18][CH2:19][CH2:20][NH2:21])=[C:15]([N+:24]([O-:26])=[O:25])[CH:14]=1.Cl, predict the reaction product. The product is: [F:12][C:13]1[CH:23]=[CH:22][C:16]([O:17][CH2:18][CH2:19][CH2:20][NH:21][S:8]([CH3:7])(=[O:10])=[O:9])=[C:15]([N+:24]([O-:26])=[O:25])[CH:14]=1. (5) The product is: [OH:22][C:19]1[CH:20]=[CH:21][C:16]([CH:13]2[CH2:12][NH:11][C:10](=[O:23])[C@H:9]([NH:8][C:25]([N:52]3[CH2:53][CH2:54][CH:49]([N:41]4[C:42]5[C:43](=[N:44][CH:45]=[CH:46][CH:47]=5)[NH:48][C:40]4=[O:39])[CH2:50][CH2:51]3)=[O:26])[CH2:15][CH2:14]2)=[CH:17][CH:18]=1. Given the reactants C(N(CC)CC)C.[NH2:8][C@@H:9]1[CH2:15][CH2:14][CH:13]([C:16]2[CH:21]=[CH:20][C:19]([OH:22])=[CH:18][CH:17]=2)[CH2:12][NH:11][C:10]1=[O:23].Cl[C:25](OC1C=CC([N+]([O-])=O)=CC=1)=[O:26].Cl.Cl.[O:39]=[C:40]1[NH:48][C:43]2=[N:44][CH:45]=[CH:46][CH:47]=[C:42]2[N:41]1[CH:49]1[CH2:54][CH2:53][NH:52][CH2:51][CH2:50]1.C(N(C(C)C)CC)(C)C, predict the reaction product.